From a dataset of Reaction yield outcomes from USPTO patents with 853,638 reactions. Predict the reaction yield, written as a fraction of the theoretical maximum amount of product (1.0 means a 100% yield; for example, 0.34 means a 34% yield). (1) The reactants are C(OC(=O)[NH:7][CH2:8][CH2:9][N:10]1[CH:14](O)[CH2:13][NH:12][C:11]1=[O:16])(C)(C)C.C(O)(C(F)(F)F)=O. The catalyst is C(Cl)Cl. The product is [NH2:7][CH2:8][CH2:9][N:10]1[CH:14]=[CH:13][NH:12][C:11]1=[O:16]. The yield is 0.900. (2) The reactants are C[O:2][C:3]([C@H:5]1[CH2:10][CH2:9][C@H:8]([O:11][C:12]2[CH:17]=[CH:16][CH:15]=[CH:14][C:13]=2[CH3:18])[CH2:7][CH2:6]1)=O.O.[NH2:20][NH2:21]. The yield is 0.810. The catalyst is C1(C)C=CC=CC=1. The product is [C:13]1([CH3:18])[CH:14]=[CH:15][CH:16]=[CH:17][C:12]=1[O:11][C@H:8]1[CH2:9][CH2:10][C@H:5]([C:3]([NH:20][NH2:21])=[O:2])[CH2:6][CH2:7]1. (3) The catalyst is C(Cl)Cl.O. The reactants are [OH:1][CH:2]1[CH2:7][CH2:6][CH:5]([O:8][C:9]2[CH:14]=[CH:13][C:12]([N:15]3[C:20](=[O:21])[C:19]([CH2:22][C:23]4[CH:28]=[CH:27][C:26]([C:29]5[CH:34]=[CH:33][CH:32]=[CH:31][C:30]=5[C:35]5[NH:39][C:38](=[O:40])[O:37][N:36]=5)=[CH:25][CH:24]=4)=[C:18]([CH2:41][CH2:42][CH3:43])[N:17]=[C:16]3[CH3:44])=[CH:11][CH:10]=2)[CH2:4][C:3]1([CH3:46])[CH3:45].CC(OI1(OC(C)=O)(OC(C)=O)OC(=O)C2C1=CC=CC=2)=O.C(OCC)(=O)C.S([O-])([O-])(=O)=S.[Na+].[Na+]. The yield is 0.610. The product is [CH3:45][C:3]1([CH3:46])[C:2](=[O:1])[CH2:7][CH2:6][CH:5]([O:8][C:9]2[CH:14]=[CH:13][C:12]([N:15]3[C:20](=[O:21])[C:19]([CH2:22][C:23]4[CH:28]=[CH:27][C:26]([C:29]5[CH:34]=[CH:33][CH:32]=[CH:31][C:30]=5[C:35]5[NH:39][C:38](=[O:40])[O:37][N:36]=5)=[CH:25][CH:24]=4)=[C:18]([CH2:41][CH2:42][CH3:43])[N:17]=[C:16]3[CH3:44])=[CH:11][CH:10]=2)[CH2:4]1. (4) The reactants are [C:1]1([NH:11][C:12]2[O:13][C:14]3[C:20]([F:21])=[C:19]([CH2:22][C:23]([O:25]C)=[O:24])[CH:18]=[CH:17][C:15]=3[N:16]=2)[C:10]2[C:5](=[CH:6][CH:7]=[CH:8][CH:9]=2)[CH:4]=[CH:3][CH:2]=1.[OH-].[Na+]. The catalyst is C1COCC1.CO. The product is [C:1]1([NH:11][C:12]2[O:13][C:14]3[C:20]([F:21])=[C:19]([CH2:22][C:23]([OH:25])=[O:24])[CH:18]=[CH:17][C:15]=3[N:16]=2)[C:10]2[C:5](=[CH:6][CH:7]=[CH:8][CH:9]=2)[CH:4]=[CH:3][CH:2]=1. The yield is 1.00. (5) The reactants are [CH2:1]([N:8]1[C:16](=[O:17])[C:15]2[C:10](=[N:11][CH:12]=[CH:13][CH:14]=2)[C:9]1=[O:18])[C:2]1[CH:7]=[CH:6][CH:5]=[CH:4][CH:3]=1.O. The catalyst is COCCO.[Pd]. The product is [CH2:1]([N:8]1[C:16](=[O:17])[CH:15]2[CH:10]([NH:11][CH2:12][CH2:13][CH2:14]2)[C:9]1=[O:18])[C:2]1[CH:3]=[CH:4][CH:5]=[CH:6][CH:7]=1. The yield is 0.600. (6) The reactants are [C:1]([O:5][C:6]([N:8]([CH3:17])[CH2:9][CH2:10][CH:11]([OH:16])[C:12]([O:14][CH3:15])=[O:13])=[O:7])([CH3:4])([CH3:3])[CH3:2].CC(OI1(OC(C)=O)(OC(C)=O)OC(=O)C2C=CC=CC1=2)=O.C([O-])(O)=O.[Na+]. The catalyst is ClCCl. The product is [C:1]([O:5][C:6]([N:8]([CH3:17])[CH2:9][CH2:10][C:11](=[O:16])[C:12]([O:14][CH3:15])=[O:13])=[O:7])([CH3:3])([CH3:2])[CH3:4]. The yield is 0.800. (7) The reactants are [Br-:1].[Br-].[Br-].[NH+]1C=CC=CC=1.[NH+]1C=CC=CC=1.[NH+]1C=CC=CC=1.[F:22][C:23]1[CH:28]=[C:27]([F:29])[CH:26]=[CH:25][C:24]=1[C:30](=[O:44])[CH2:31][C:32]1[CH:33]=[CH:34][C:35]2[N:36]([C:38]([CH:41]([CH3:43])[CH3:42])=[N:39][N:40]=2)[N:37]=1. The catalyst is C1COCC1.C(Cl)Cl. The product is [Br:1][CH:31]([C:32]1[CH:33]=[CH:34][C:35]2[N:36]([C:38]([CH:41]([CH3:42])[CH3:43])=[N:39][N:40]=2)[N:37]=1)[C:30]([C:24]1[CH:25]=[CH:26][C:27]([F:29])=[CH:28][C:23]=1[F:22])=[O:44]. The yield is 1.00. (8) The reactants are N([O-])=[O:2].[Na+].N[C:6]1[CH:15]=[C:14]2[C:9]([C:10](=[O:16])[NH:11][CH:12]=[N:13]2)=[CH:8][CH:7]=1. The catalyst is O.S(=O)(=O)(O)O.O. The product is [OH:2][C:6]1[CH:15]=[C:14]2[C:9]([C:10](=[O:16])[NH:11][CH:12]=[N:13]2)=[CH:8][CH:7]=1. The yield is 0.760.